This data is from Peptide-MHC class II binding affinity with 134,281 pairs from IEDB. The task is: Regression. Given a peptide amino acid sequence and an MHC pseudo amino acid sequence, predict their binding affinity value. This is MHC class II binding data. (1) The peptide sequence is KNPTDTGHGTVVMQV. The MHC is DRB3_0101 with pseudo-sequence DRB3_0101. The binding affinity (normalized) is 0. (2) The peptide sequence is VRVWDVKNAELLNNQ. The MHC is DRB1_0901 with pseudo-sequence DRB1_0901. The binding affinity (normalized) is 0.423. (3) The peptide sequence is DVDLFLTGTPDEYVEQV. The MHC is HLA-DQA10401-DQB10402 with pseudo-sequence HLA-DQA10401-DQB10402. The binding affinity (normalized) is 0.454. (4) The peptide sequence is LVAEILRIISGGRLI. The MHC is HLA-DQA10102-DQB10602 with pseudo-sequence HLA-DQA10102-DQB10602. The binding affinity (normalized) is 0.158. (5) The peptide sequence is CIPSLEAAVKQAYAA. The MHC is HLA-DQA10501-DQB10201 with pseudo-sequence HLA-DQA10501-DQB10201. The binding affinity (normalized) is 0.118. (6) The peptide sequence is SQDKELSWNLNGLQAY. The MHC is HLA-DQA10101-DQB10501 with pseudo-sequence HLA-DQA10101-DQB10501. The binding affinity (normalized) is 0.549. (7) The peptide sequence is LDGNLLSSNDLAKYK. The MHC is DRB1_0405 with pseudo-sequence DRB1_0405. The binding affinity (normalized) is 0.266. (8) The peptide sequence is AFKSAATAANAAPAN. The MHC is HLA-DPA10103-DPB10301 with pseudo-sequence HLA-DPA10103-DPB10301. The binding affinity (normalized) is 0.428.